Dataset: Forward reaction prediction with 1.9M reactions from USPTO patents (1976-2016). Task: Predict the product of the given reaction. Given the reactants Cl[C:2]1[C:7]([N+:8]([O-:10])=[O:9])=[CH:6][N:5]=[C:4]([CH:11]2[CH2:13][CH2:12]2)[N:3]=1.Cl.[CH2:15]([O:17][C:18](=[O:28])[CH2:19][C@@H:20]([NH2:27])[C:21]1[CH:26]=[CH:25][CH:24]=[CH:23][CH:22]=1)[CH3:16].CCN(C(C)C)C(C)C, predict the reaction product. The product is: [CH2:15]([O:17][C:18](=[O:28])[CH2:19][C@@H:20]([NH:27][C:2]1[C:7]([N+:8]([O-:10])=[O:9])=[CH:6][N:5]=[C:4]([CH:11]2[CH2:13][CH2:12]2)[N:3]=1)[C:21]1[CH:22]=[CH:23][CH:24]=[CH:25][CH:26]=1)[CH3:16].